This data is from Forward reaction prediction with 1.9M reactions from USPTO patents (1976-2016). The task is: Predict the product of the given reaction. Given the reactants [NH2:1][C:2]1[N:10]=[C:9]([O:11][CH2:12][CH2:13][CH2:14][CH3:15])[N:8]=[C:7]2[C:3]=1[NH:4][C:5](=[O:20])[N:6]2[CH2:16][CH2:17][CH2:18]Br.[NH2:21][CH2:22][CH2:23][CH2:24][N:25]1[CH2:30][CH2:29][O:28][CH2:27][CH2:26]1, predict the reaction product. The product is: [NH2:1][C:2]1[N:10]=[C:9]([O:11][CH2:12][CH2:13][CH2:14][CH3:15])[N:8]=[C:7]2[C:3]=1[NH:4][C:5](=[O:20])[N:6]2[CH2:16][CH2:17][CH2:18][NH:21][CH2:22][CH2:23][CH2:24][N:25]1[CH2:30][CH2:29][O:28][CH2:27][CH2:26]1.